Task: Regression. Given two drug SMILES strings and cell line genomic features, predict the synergy score measuring deviation from expected non-interaction effect.. Dataset: NCI-60 drug combinations with 297,098 pairs across 59 cell lines (1) Drug 1: C1=C(C(=O)NC(=O)N1)F. Drug 2: C1C(C(OC1N2C=NC3=C(N=C(N=C32)Cl)N)CO)O. Cell line: 786-0. Synergy scores: CSS=24.1, Synergy_ZIP=-3.39, Synergy_Bliss=-5.96, Synergy_Loewe=-4.65, Synergy_HSA=-4.43. (2) Drug 1: C1=CC=C(C=C1)NC(=O)CCCCCCC(=O)NO. Drug 2: CC1CCCC2(C(O2)CC(NC(=O)CC(C(C(=O)C(C1O)C)(C)C)O)C(=CC3=CSC(=N3)C)C)C. Cell line: K-562. Synergy scores: CSS=55.3, Synergy_ZIP=3.49, Synergy_Bliss=2.59, Synergy_Loewe=-7.29, Synergy_HSA=3.04. (3) Drug 1: CCCCC(=O)OCC(=O)C1(CC(C2=C(C1)C(=C3C(=C2O)C(=O)C4=C(C3=O)C=CC=C4OC)O)OC5CC(C(C(O5)C)O)NC(=O)C(F)(F)F)O. Drug 2: CC12CCC3C(C1CCC2O)C(CC4=C3C=CC(=C4)O)CCCCCCCCCS(=O)CCCC(C(F)(F)F)(F)F. Cell line: HT29. Synergy scores: CSS=18.0, Synergy_ZIP=-3.53, Synergy_Bliss=-8.28, Synergy_Loewe=-17.6, Synergy_HSA=-7.97. (4) Drug 1: CS(=O)(=O)C1=CC(=C(C=C1)C(=O)NC2=CC(=C(C=C2)Cl)C3=CC=CC=N3)Cl. Drug 2: CC1OCC2C(O1)C(C(C(O2)OC3C4COC(=O)C4C(C5=CC6=C(C=C35)OCO6)C7=CC(=C(C(=C7)OC)O)OC)O)O. Cell line: 786-0. Synergy scores: CSS=35.1, Synergy_ZIP=10.6, Synergy_Bliss=11.2, Synergy_Loewe=8.97, Synergy_HSA=13.6. (5) Drug 1: CN1CCC(CC1)COC2=C(C=C3C(=C2)N=CN=C3NC4=C(C=C(C=C4)Br)F)OC. Drug 2: CC(CN1CC(=O)NC(=O)C1)N2CC(=O)NC(=O)C2. Cell line: OVCAR-5. Synergy scores: CSS=40.5, Synergy_ZIP=-0.955, Synergy_Bliss=6.24, Synergy_Loewe=5.00, Synergy_HSA=9.09. (6) Drug 1: CC1=CC=C(C=C1)C2=CC(=NN2C3=CC=C(C=C3)S(=O)(=O)N)C(F)(F)F. Drug 2: CC1CCC2CC(C(=CC=CC=CC(CC(C(=O)C(C(C(=CC(C(=O)CC(OC(=O)C3CCCCN3C(=O)C(=O)C1(O2)O)C(C)CC4CCC(C(C4)OC)O)C)C)O)OC)C)C)C)OC. Cell line: SF-539. Synergy scores: CSS=6.09, Synergy_ZIP=-0.823, Synergy_Bliss=3.35, Synergy_Loewe=-1.35, Synergy_HSA=-0.502.